Dataset: Blood-brain barrier penetration binary classification data from Martins et al.. Task: Regression/Classification. Given a drug SMILES string, predict its absorption, distribution, metabolism, or excretion properties. Task type varies by dataset: regression for continuous measurements (e.g., permeability, clearance, half-life) or binary classification for categorical outcomes (e.g., BBB penetration, CYP inhibition). Dataset: bbb_martins. (1) The drug is C=CC1=C(C(=O)O)N2C(=O)[C@@H](NC(=O)/C(=N\OCC(=O)O)c3csc(N)n3)[C@H]2SC1. The result is 0 (does not penetrate BBB). (2) The drug is O=C1NC(=O)C2(CCc3ccccc3C2)N1. The result is 1 (penetrates BBB). (3) The molecule is COc1ccc(CCN(C)CCCC(C#N)(c2ccc(OC)c(OC)c2)C(C)C)cc1OC. The result is 0 (does not penetrate BBB). (4) The molecule is O=C(CCCN1CCC(C(=O)c2ccc(Cl)cc2)CC1)c1ccc(F)cc1. The result is 1 (penetrates BBB). (5) The compound is CN(C)C1CCc2[nH]c3ccccc3c2C1. The result is 1 (penetrates BBB).